Dataset: Catalyst prediction with 721,799 reactions and 888 catalyst types from USPTO. Task: Predict which catalyst facilitates the given reaction. (1) Reactant: [C:1]([O:5][C:6](=[O:13])[NH:7][C:8]1[CH:12]=[CH:11][S:10][CH:9]=1)([CH3:4])([CH3:3])[CH3:2].C([Li])CCC.CN(C)[CH:21]=[O:22].O. Product: [C:1]([O:5][C:6](=[O:13])[NH:7][C:8]1[CH:12]=[CH:11][S:10][C:9]=1[CH:21]=[O:22])([CH3:4])([CH3:2])[CH3:3]. The catalyst class is: 7. (2) Reactant: [F:1][C:2]1[CH:7]=[CH:6][C:5]([N:8]2[C:16]3[CH:15]=[C:14]4[CH2:17][CH2:18][C@H:19]5[C:24]([C@@:13]4([CH3:32])[CH2:12][C:11]=3[CH:10]=[N:9]2)=[CH:23][CH2:22][C@@H:21]([C:25]([F:28])([F:27])[F:26])[C@@H:20]5[C:29]([OH:31])=O)=[CH:4][CH:3]=1.F[P-](F)(F)(F)(F)F.[N:40]1(O[P+](N(C)C)(N(C)C)N(C)C)C2C=CC=CC=2N=N1.O.ON1C2C=CC=CC=2N=N1.C(N(CC)C(C)C)(C)C.[NH4+].[Cl-]. Product: [F:1][C:2]1[CH:7]=[CH:6][C:5]([N:8]2[C:16]3[CH:15]=[C:14]4[CH2:17][CH2:18][C@H:19]5[C:24]([C@@:13]4([CH3:32])[CH2:12][C:11]=3[CH:10]=[N:9]2)=[CH:23][CH2:22][C@@H:21]([C:25]([F:28])([F:27])[F:26])[C@@H:20]5[C:29]([NH2:40])=[O:31])=[CH:4][CH:3]=1. The catalyst class is: 39. (3) The catalyst class is: 166. Product: [C:1]([O:5][C:6]([NH:8][CH:9]1[CH2:14][CH2:13][CH2:12][CH2:11][CH:10]1[C:15]([O:17][CH2:21][CH2:20][Si:19]([CH3:24])([CH3:23])[CH3:18])=[O:16])=[O:7])([CH3:4])([CH3:2])[CH3:3]. Reactant: [C:1]([O:5][C:6]([NH:8][CH:9]1[CH2:14][CH2:13][CH2:12][CH2:11][CH:10]1[C:15]([OH:17])=[O:16])=[O:7])([CH3:4])([CH3:3])[CH3:2].[CH3:18][Si:19]([CH3:24])([CH3:23])[CH2:20][CH2:21]O.CCN=C=NCCCN(C)C. (4) Reactant: [Cl-].O[NH3+:3].[C:4](=[O:7])([O-])[OH:5].[Na+].CS(C)=O.[CH2:13]([C:15]1[S:51][C:18]2[N:19]([CH2:35][C:36]3[CH:41]=[CH:40][C:39]([C:42]4[C:43]([C:48]#[N:49])=[CH:44][CH:45]=[CH:46][CH:47]=4)=[CH:38][C:37]=3[F:50])[C:20](=[O:34])[N:21]([C:24]3[CH:29]=[CH:28][C:27]([O:30][CH:31]([CH3:33])[CH3:32])=[CH:26][CH:25]=3)[C:22](=[O:23])[C:17]=2[CH:16]=1)[CH3:14]. Product: [CH2:13]([C:15]1[S:51][C:18]2[N:19]([CH2:35][C:36]3[CH:41]=[CH:40][C:39]([C:42]4[CH:47]=[CH:46][CH:45]=[CH:44][C:43]=4[C:48]4[NH:3][C:4](=[O:7])[O:5][N:49]=4)=[CH:38][C:37]=3[F:50])[C:20](=[O:34])[N:21]([C:24]3[CH:25]=[CH:26][C:27]([O:30][CH:31]([CH3:33])[CH3:32])=[CH:28][CH:29]=3)[C:22](=[O:23])[C:17]=2[CH:16]=1)[CH3:14]. The catalyst class is: 6. (5) The catalyst class is: 169. Product: [CH3:2][C:3]1[N:4]=[C:5]([C:13]2[CH:14]=[CH:15][CH:16]=[CH:17][CH:18]=2)[N:6]2[C:11]=1[CH:10]=[N:9][C:8]([NH:12][C:20]1[CH:21]=[C:22]([CH2:26][CH2:27][S:28]([OH:31])(=[O:30])=[O:29])[CH:23]=[CH:24][CH:25]=1)=[N:7]2. Reactant: Cl.[CH3:2][C:3]1[N:4]=[C:5]([C:13]2[CH:18]=[CH:17][CH:16]=[CH:15][CH:14]=2)[N:6]2[C:11]=1[CH:10]=[N:9][C:8]([NH2:12])=[N:7]2.Br[C:20]1[CH:21]=[C:22]([CH2:26][CH2:27][S:28]([OH:31])(=[O:30])=[O:29])[CH:23]=[CH:24][CH:25]=1.C(P(C(C)(C)C)C1C=CC=CC=1C1C=CC=CC=1)(C)(C)C.CC(C)([O-])C.[Na+]. (6) Reactant: F[C:2]1[CH:3]=[N:4][CH:5]=[CH:6][C:7]=1[N:8]1[CH:12]=[C:11]([CH3:13])[CH:10]=[N:9]1.Cl.[C:15]1(=[O:25])[C:19]2([CH2:24][CH2:23][NH:22][CH2:21][CH2:20]2)[CH2:18][CH2:17][NH:16]1.C(=O)([O-])[O-].[K+].[K+].CN1C(=O)CCC1. Product: [CH3:13][C:11]1[CH:10]=[N:9][N:8]([C:7]2[CH:6]=[CH:5][N:4]=[CH:3][C:2]=2[N:22]2[CH2:23][CH2:24][C:19]3([C:15](=[O:25])[NH:16][CH2:17][CH2:18]3)[CH2:20][CH2:21]2)[CH:12]=1. The catalyst class is: 6. (7) Reactant: [N:1]([CH2:4][C@H:5]1[O:9][C:8](=[O:10])[N:7]([C:11]2[CH:12]=[C:13]3[C:18](=[CH:19][CH:20]=2)[CH2:17][N:16]([CH3:21])[CH2:15][CH2:14]3)[CH2:6]1)=[N+]=[N-].[H][H]. Product: [NH2:1][CH2:4][C@@H:5]1[O:9][C:8](=[O:10])[N:7]([C:11]2[CH:12]=[C:13]3[C:18](=[CH:19][CH:20]=2)[CH2:17][N:16]([CH3:21])[CH2:15][CH2:14]3)[CH2:6]1. The catalyst class is: 358. (8) The catalyst class is: 11. Product: [F:19][C:16]1[CH:15]=[CH:14][C:13]([CH2:12][O:11][C:9]2[CH:10]=[C:5]3[C:6](=[CH:7][CH:8]=2)[CH2:20][N:21]([C@@H:22]([CH3:23])[C:24]([NH2:25])=[O:26])[C:3](=[O:2])[CH2:4]3)=[CH:18][CH:17]=1. Reactant: C[O:2][C:3](=O)[CH2:4][C:5]1[CH:10]=[C:9]([O:11][CH2:12][C:13]2[CH:18]=[CH:17][C:16]([F:19])=[CH:15][CH:14]=2)[CH:8]=[CH:7][C:6]=1[CH2:20][NH:21][C@H:22]([C:24](=[O:26])[NH2:25])[CH3:23]. (9) Reactant: [Br:1][C:2]1[C:3]([CH2:23][O:24][Si](C(C)(C)C)(C)C)=[C:4]([NH:8][CH2:9][C:10]2[CH:14]=[C:13]([C:15]([CH3:18])([CH3:17])[CH3:16])[S:12][C:11]=2[C:19]([O:21]C)=[O:20])[CH:5]=[CH:6][CH:7]=1.[OH-].[Li+].C1COCC1.C(O)C. The catalyst class is: 6. Product: [Br:1][C:2]1[C:3]([CH2:23][OH:24])=[C:4]([NH:8][CH2:9][C:10]2[CH:14]=[C:13]([C:15]([CH3:16])([CH3:17])[CH3:18])[S:12][C:11]=2[C:19]([OH:21])=[O:20])[CH:5]=[CH:6][CH:7]=1.